Dataset: Full USPTO retrosynthesis dataset with 1.9M reactions from patents (1976-2016). Task: Predict the reactants needed to synthesize the given product. (1) Given the product [CH:1]1([CH2:4][O:5][C:6]2[N:11]=[C:10]([C:12]([N:26]3[CH2:27][C:23]([F:31])([F:22])[CH2:24][C@H:25]3[C:28]([NH2:30])=[O:29])=[O:14])[CH:9]=[N:8][C:7]=2[N:15]2[CH2:18][C:17]([F:20])([F:19])[CH2:16]2)[CH2:2][CH2:3]1, predict the reactants needed to synthesize it. The reactants are: [CH:1]1([CH2:4][O:5][C:6]2[N:11]=[C:10]([C:12]([OH:14])=O)[CH:9]=[N:8][C:7]=2[N:15]2[CH2:18][C:17]([F:20])([F:19])[CH2:16]2)[CH2:3][CH2:2]1.Cl.[F:22][C:23]1([F:31])[CH2:27][NH:26][C@H:25]([C:28]([NH2:30])=[O:29])[CH2:24]1. (2) Given the product [CH2:24]([O:26][C:27]([N:29]1[CH2:30][CH2:31][N:32]([C:35](=[O:47])[C@@H:36]([NH:46][C:53]([C:17]2[CH:18]=[C:13]([CH3:12])[N:14]=[C:15]([C:5]3[CH:4]=[CH:3][CH:2]=[CH:1][CH:6]=3)[N:16]=2)=[O:54])[CH2:37][CH2:38][C:39]([O:41][C:42]([CH3:43])([CH3:45])[CH3:44])=[O:40])[CH2:33][CH2:34]1)=[O:28])[CH3:25], predict the reactants needed to synthesize it. The reactants are: [CH:1]1[CH:6]=[C:5]2N=NN(O)[C:4]2=[CH:3][CH:2]=1.O.[CH3:12][CH2:13][N:14]=[C:15]=[N:16][CH2:17][CH2:18]CN(C)C.Cl.[CH2:24]([O:26][C:27]([N:29]1[CH2:34][CH2:33][N:32]([C:35](=[O:47])[C@@H:36]([NH2:46])[CH2:37][CH2:38][C:39]([O:41][C:42]([CH3:45])([CH3:44])[CH3:43])=[O:40])[CH2:31][CH2:30]1)=[O:28])[CH3:25].[NH4+].[Cl-].CN([CH:53]=[O:54])C. (3) Given the product [F:8][C:6]1[CH:5]=[C:4]([C:9]2[CH:10]=[CH:11][C:12]([NH:15][C:27](=[O:28])[CH2:26][CH:24]3[CH2:23][CH2:22][N:21]4[C:17](=[O:16])[O:18][CH2:19][CH:20]4[CH2:25]3)=[N:13][CH:14]=2)[CH:3]=[C:2]([F:1])[CH:7]=1, predict the reactants needed to synthesize it. The reactants are: [F:1][C:2]1[CH:3]=[C:4]([C:9]2[CH:10]=[CH:11][C:12]([NH2:15])=[N:13][CH:14]=2)[CH:5]=[C:6]([F:8])[CH:7]=1.[O:16]=[C:17]1[N:21]2[CH2:22][CH2:23][CH:24]([CH2:26][C:27](O)=[O:28])[CH2:25][CH:20]2[CH2:19][O:18]1. (4) Given the product [CH:2]1([CH2:5][O:6][C:7]2[CH:12]=[C:11]([O:13][CH3:14])[C:10]([F:15])=[CH:9][C:8]=2[C:16]2[CH:21]=[CH:20][N:19]=[C:18]3[C:22]([C:26]([NH:28][CH:29]4[CH2:30][CH2:31][N:32]([C:35](=[O:38])[CH2:36][CH3:37])[CH2:33][CH2:34]4)=[O:27])=[C:23]([CH3:25])[NH:24][C:17]=23)[CH2:4][CH2:3]1, predict the reactants needed to synthesize it. The reactants are: Cl.[CH:2]1([CH2:5][O:6][C:7]2[CH:12]=[C:11]([O:13][CH3:14])[C:10]([F:15])=[CH:9][C:8]=2[C:16]2[CH:21]=[CH:20][N:19]=[C:18]3[C:22]([C:26]([NH:28][CH:29]4[CH2:34][CH2:33][NH:32][CH2:31][CH2:30]4)=[O:27])=[C:23]([CH3:25])[NH:24][C:17]=23)[CH2:4][CH2:3]1.[C:35](Cl)(=[O:38])[CH2:36][CH3:37]. (5) Given the product [CH2:20]([N:19]1[C:18]2[CH:17]=[CH:16][NH:15][C:14]=2[C:7](=[S:8])[NH:6][C:4]1=[O:5])[CH2:21][CH2:22][CH3:23], predict the reactants needed to synthesize it. The reactants are: C(O[C:4]([N:6]=[C:7]=[S:8])=[O:5])C.C(OC([C:14]1[NH:15][CH:16]=[CH:17][C:18]=1[NH:19][CH2:20][CH2:21][CH2:22][CH3:23])=O)C.[OH-].[K+].Cl. (6) Given the product [Br:16][C:17]1[CH:18]=[C:19]2[C:20](=[CH:21][CH:22]=1)[CH2:23][C:3]1([C:4]3[C:9](=[CH:8][CH:7]=[CH:6][CH:5]=3)[NH:1][C:2]1=[O:10])[CH2:25]2, predict the reactants needed to synthesize it. The reactants are: [NH:1]1[C:9]2[C:4](=[CH:5][CH:6]=[CH:7][CH:8]=2)[CH2:3][C:2]1=[O:10].C([Li])CCC.[Br:16][C:17]1[CH:22]=[CH:21][C:20]([CH2:23]Br)=[C:19]([CH2:25]Br)[CH:18]=1.